From a dataset of Catalyst prediction with 721,799 reactions and 888 catalyst types from USPTO. Predict which catalyst facilitates the given reaction. (1) Reactant: [C:1]1([CH3:25])[CH:6]=[C:5]([CH3:7])[CH:4]=[C:3]([CH3:8])[C:2]=1[S:9]([N:12]1[CH:16]=[C:15]([CH:17]=O)[N:14]=[C:13]1[C:19]1[CH:24]=[CH:23][CH:22]=[CH:21][CH:20]=1)(=[O:11])=[O:10].CO.[CH3:28][NH2:29].[BH4-].[Na+].Cl.C(=O)([O-])O.[Na+]. Product: [C:1]1([CH3:25])[CH:6]=[C:5]([CH3:7])[CH:4]=[C:3]([CH3:8])[C:2]=1[S:9]([N:12]1[CH:16]=[C:15]([CH2:17][NH:29][CH3:28])[N:14]=[C:13]1[C:19]1[CH:24]=[CH:23][CH:22]=[CH:21][CH:20]=1)(=[O:11])=[O:10]. The catalyst class is: 5. (2) Reactant: [CH2:1]([C@H:8]1[CH2:12][O:11][C:10](=[O:13])[N:9]1[C:14](=[O:19])[CH2:15][O:16][CH2:17][CH3:18])[C:2]1[CH:7]=[CH:6][CH:5]=[CH:4][CH:3]=1.C(N(CC)CC)C.[O-]S(C(F)(F)F)(=O)=O.C([B+]CCCC)CCC.[CH2:44]([O:51][C:52]1[CH:59]=[CH:58][C:55]([CH:56]=[O:57])=[C:54]([CH3:60])[CH:53]=1)[C:45]1[CH:50]=[CH:49][CH:48]=[CH:47][CH:46]=1. Product: [CH2:1]([C@H:8]1[CH2:12][O:11][C:10](=[O:13])[N:9]1[C:14](=[O:19])[C@@H:15]([O:16][CH2:17][CH3:18])[C@@H:56]([C:55]1[CH:58]=[CH:59][C:52]([O:51][CH2:44][C:45]2[CH:50]=[CH:49][CH:48]=[CH:47][CH:46]=2)=[CH:53][C:54]=1[CH3:60])[OH:57])[C:2]1[CH:3]=[CH:4][CH:5]=[CH:6][CH:7]=1. The catalyst class is: 4. (3) Reactant: C[O:2][C:3]([C:5]1[CH:10]=[CH:9][C:8]([CH:11]2[CH2:16][N:15]([C:17]([O:19][C:20]([CH3:23])([CH3:22])[CH3:21])=[O:18])[CH2:14][CH2:13][N:12]2[C:24]([O:26][C:27]([CH3:30])([CH3:29])[CH3:28])=[O:25])=[CH:7][CH:6]=1)=O.[BH4-].[Li+].Cl.C(=O)(O)[O-].[Na+]. Product: [OH:2][CH2:3][C:5]1[CH:10]=[CH:9][C:8]([CH:11]2[CH2:16][N:15]([C:17]([O:19][C:20]([CH3:23])([CH3:22])[CH3:21])=[O:18])[CH2:14][CH2:13][N:12]2[C:24]([O:26][C:27]([CH3:30])([CH3:29])[CH3:28])=[O:25])=[CH:7][CH:6]=1. The catalyst class is: 7. (4) Reactant: [N:1]1[N:2]([C:6]2[CH:14]=[CH:13][C:12]([CH3:15])=[CH:11][C:7]=2[C:8](O)=[O:9])[N:3]=[CH:4][CH:5]=1.C(Cl)(=O)C([Cl:19])=O.CN(C=O)C. Product: [CH3:15][C:12]1[CH:13]=[CH:14][C:6]([N:2]2[N:3]=[CH:4][CH:5]=[N:1]2)=[C:7]([CH:11]=1)[C:8]([Cl:19])=[O:9]. The catalyst class is: 2. (5) Reactant: C([BH3-])#N.[Na+].FC(F)(F)C(O)=O.[Cl:12][C:13]1[CH:14]=[C:15]2[C:20](=[CH:21][CH:22]=1)[CH:19]=[C:18]([S:23]([CH2:26][CH2:27][CH2:28][CH2:29][NH2:30])(=[O:25])=[O:24])[CH:17]=[CH:16]2.[N:31]1[CH:36]=[CH:35][C:34]([N:37]2[CH2:42][CH2:41][C:40](=O)[CH2:39][CH2:38]2)=[CH:33][CH:32]=1. Product: [Cl:12][C:13]1[CH:14]=[C:15]2[C:20](=[CH:21][CH:22]=1)[CH:19]=[C:18]([S:23]([CH2:26][CH2:27][CH2:28][CH2:29][NH:30][CH:40]1[CH2:39][CH2:38][N:37]([C:34]3[CH:35]=[CH:36][N:31]=[CH:32][CH:33]=3)[CH2:42][CH2:41]1)(=[O:24])=[O:25])[CH:17]=[CH:16]2. The catalyst class is: 5. (6) Product: [OH:7][CH:4]([CH2:5][OH:6])[CH2:3][NH:2][C:11](=[O:12])[CH2:10][C:9](=[O:13])[CH3:8]. Reactant: C[NH:2][CH2:3][CH:4]([OH:7])[CH2:5][OH:6].[CH2:8]=[C:9]1[O:13][C:11](=[O:12])[CH2:10]1. The catalyst class is: 7.